From a dataset of NCI-60 drug combinations with 297,098 pairs across 59 cell lines. Regression. Given two drug SMILES strings and cell line genomic features, predict the synergy score measuring deviation from expected non-interaction effect. Drug 1: CC1=C2C(C(=O)C3(C(CC4C(C3C(C(C2(C)C)(CC1OC(=O)C(C(C5=CC=CC=C5)NC(=O)OC(C)(C)C)O)O)OC(=O)C6=CC=CC=C6)(CO4)OC(=O)C)OC)C)OC. Drug 2: CC(CN1CC(=O)NC(=O)C1)N2CC(=O)NC(=O)C2. Cell line: SR. Synergy scores: CSS=94.7, Synergy_ZIP=5.42, Synergy_Bliss=5.22, Synergy_Loewe=5.56, Synergy_HSA=7.70.